Task: Predict the reaction yield, written as a fraction of the theoretical maximum amount of product (1.0 means a 100% yield; for example, 0.34 means a 34% yield).. Dataset: Reaction yield outcomes from USPTO patents with 853,638 reactions (1) The reactants are Br[C:2]1[CH2:3][CH2:4][CH2:5][O:6][CH:7]=1.[Cl:8][C:9]1[CH:14]=[CH:13][C:12](B(O)O)=[CH:11][CH:10]=1.C(=O)([O-])[O-].[K+].[K+].C(O)C.O. The catalyst is C1(C)C=CC=CC=1.C1C=CC(P(C2C=CC=CC=2)[C-]2C=CC=C2)=CC=1.C1C=CC(P(C2C=CC=CC=2)[C-]2C=CC=C2)=CC=1.Cl[Pd]Cl.[Fe+2]. The product is [Cl:8][C:9]1[CH:14]=[CH:13][C:12]([C:2]2[CH2:3][CH2:4][CH2:5][O:6][CH:7]=2)=[CH:11][CH:10]=1. The yield is 0.588. (2) The reactants are [CH2:1]([C:5]1[N:6]=[C:7]([CH3:27])[NH:8][C:9](=[O:26])[C:10]=1[CH2:11][C:12]1[CH:17]=[CH:16][C:15]([C:18]2[C:19]([C:24]#[N:25])=[CH:20][CH:21]=[CH:22][CH:23]=2)=[CH:14][CH:13]=1)[CH2:2][CH2:3][CH3:4].N(C(N1CCCCC1)=O)=NC(N1CCCCC1)=O.C(P(CCCC)CCCC)CCC.[S:59]1[C:63]2[CH:64]=[CH:65][CH:66]=[CH:67][C:62]=2[N:61]=[C:60]1[CH2:68]O. The catalyst is C(OCC)(=O)C.O1CCCC1. The product is [S:59]1[C:63]2[CH:64]=[CH:65][CH:66]=[CH:67][C:62]=2[N:61]=[C:60]1[CH2:68][N:8]1[C:9](=[O:26])[C:10]([CH2:11][C:12]2[CH:17]=[CH:16][C:15]([C:18]3[C:19]([C:24]#[N:25])=[CH:20][CH:21]=[CH:22][CH:23]=3)=[CH:14][CH:13]=2)=[C:5]([CH2:1][CH2:2][CH2:3][CH3:4])[N:6]=[C:7]1[CH3:27]. The yield is 0.450. (3) The reactants are [N+:1]([O-:4])(O)=[O:2].[F:5][C:6]1[CH:11]=[CH:10][C:9]([NH:12][C:13](=[O:15])[CH3:14])=[C:8]([CH3:16])[CH:7]=1. The catalyst is C(O)(=O)C. The product is [F:5][C:6]1[CH:11]=[C:10]([N+:1]([O-:4])=[O:2])[C:9]([NH:12][C:13](=[O:15])[CH3:14])=[C:8]([CH3:16])[CH:7]=1. The yield is 0.870. (4) The reactants are [C:1]([C:3]1[CH:23]=[CH:22][C:6]([NH:7][C:8](=[O:21])[C:9]([OH:20])([CH3:19])[CH2:10][S:11][C:12]2[CH:17]=[CH:16][C:15]([F:18])=[CH:14][CH:13]=2)=[CH:5][C:4]=1[C:24]([F:27])([F:26])[F:25])#[N:2].C1C=C(C(O)=[O:35])C(C(OO)=O)=CC=1.[OH-:41].[K+]. The catalyst is C(OCC)(=O)C. The product is [C:1]([C:3]1[CH:23]=[CH:22][C:6]([NH:7][C:8](=[O:21])[C:9]([OH:20])([CH3:19])[CH2:10][S:11]([C:12]2[CH:13]=[CH:14][C:15]([F:18])=[CH:16][CH:17]=2)(=[O:35])=[O:41])=[CH:5][C:4]=1[C:24]([F:27])([F:25])[F:26])#[N:2]. The yield is 0.912. (5) The reactants are [Mg].II.BrC(Br)C.[CH:8]([C:11]1[CH:12]=[C:13](Br)[CH:14]=[CH:15][CH:16]=1)([CH3:10])[CH3:9].[C:18]1(=[O:24])[CH2:23][CH2:22][CH2:21][CH2:20][CH2:19]1. The catalyst is O1CCCC1. The product is [CH:8]([C:11]1[CH:12]=[C:13]([C:18]2([OH:24])[CH2:23][CH2:22][CH2:21][CH2:20][CH2:19]2)[CH:14]=[CH:15][CH:16]=1)([CH3:10])[CH3:9]. The yield is 0.600.